Predict the reaction yield, written as a fraction of the theoretical maximum amount of product (1.0 means a 100% yield; for example, 0.34 means a 34% yield). From a dataset of Reaction yield outcomes from USPTO patents with 853,638 reactions. The reactants are [C:1]([C:3]1[CH:4]=[C:5]([CH2:10][C:11]([O:13][C:14]([CH3:17])([CH3:16])[CH3:15])=[O:12])[CH:6]=[CH:7][C:8]=1F)#[N:2].[Cl:18][C:19]1[CH:20]=[C:21]([CH:32]=[CH:33][C:34]=1[Cl:35])[C:22]([NH:24][C:25]1[CH:30]=[CH:29][C:28]([OH:31])=[CH:27][CH:26]=1)=[O:23].C(=O)([O-])[O-].[K+].[K+]. The catalyst is CS(C)=O.C(OCC)(=O)C.C(=O)([O-])[O-].[Na+].[Na+]. The product is [C:1]([C:3]1[CH:4]=[C:5]([CH2:10][C:11]([O:13][C:14]([CH3:17])([CH3:16])[CH3:15])=[O:12])[CH:6]=[CH:7][C:8]=1[O:31][C:28]1[CH:29]=[CH:30][C:25]([NH:24][C:22](=[O:23])[C:21]2[CH:32]=[CH:33][C:34]([Cl:35])=[C:19]([Cl:18])[CH:20]=2)=[CH:26][CH:27]=1)#[N:2]. The yield is 0.590.